Dataset: Forward reaction prediction with 1.9M reactions from USPTO patents (1976-2016). Task: Predict the product of the given reaction. (1) The product is: [OH:17][C@H:10]([C:11]1[CH:12]=[N:13][CH:14]=[CH:15][CH:16]=1)[CH2:9][NH:8][CH2:18][C@H:19]1[CH2:28][CH2:27][C:26]2[C:21](=[CH:22][CH:23]=[C:24]([S:29][C:30]3[CH:31]=[C:32]([CH:36]=[CH:37][CH:38]=3)[C:33]([OH:35])=[O:34])[CH:25]=2)[O:20]1. Given the reactants C(OC([N:8]([CH2:18][C@H:19]1[CH2:28][CH2:27][C:26]2[C:21](=[CH:22][CH:23]=[C:24]([S:29][C:30]3[CH:31]=[C:32]([CH:36]=[CH:37][CH:38]=3)[C:33]([OH:35])=[O:34])[CH:25]=2)[O:20]1)[CH2:9][C@H:10]([OH:17])[C:11]1[CH:12]=[N:13][CH:14]=[CH:15][CH:16]=1)=O)(C)(C)C.Cl.C(O)(C(F)(F)F)=O, predict the reaction product. (2) Given the reactants [Cl:1][C:2]1[CH:7]=[C:6]([Cl:8])[C:5]([O:9][CH3:10])=[CH:4][C:3]=1[NH:11][C:12]1[C:17]([C:18]#[N:19])=[CH:16][N:15]=[C:14]2[S:20][C:21](I)=[CH:22][C:13]=12.[CH3:24][N:25]1[CH2:30][CH2:29][N:28]([CH2:31][C:32]#[CH:33])[CH2:27][CH2:26]1, predict the reaction product. The product is: [Cl:1][C:2]1[CH:7]=[C:6]([Cl:8])[C:5]([O:9][CH3:10])=[CH:4][C:3]=1[NH:11][C:12]1[C:17]([C:18]#[N:19])=[CH:16][N:15]=[C:14]2[S:20][C:21]([C:33]#[C:32][CH2:31][N:28]3[CH2:29][CH2:30][N:25]([CH3:24])[CH2:26][CH2:27]3)=[CH:22][C:13]=12. (3) Given the reactants [OH:1][C:2]1[C:7]([O:8][CH3:9])=[CH:6][CH:5]=[CH:4][C:3]=1[CH2:10][C:11]#[N:12].CS(O[CH2:18][CH:19]1[CH2:24][CH2:23][N:22]([C:25]([O:27][C:28]([CH3:31])([CH3:30])[CH3:29])=[O:26])[CH2:21][CH2:20]1)(=O)=O.C(=O)([O-])[O-].[Cs+].[Cs+].O, predict the reaction product. The product is: [C:11]([CH2:10][C:3]1[CH:4]=[CH:5][CH:6]=[C:7]([O:8][CH3:9])[C:2]=1[O:1][CH2:18][CH:19]1[CH2:24][CH2:23][N:22]([C:25]([O:27][C:28]([CH3:29])([CH3:31])[CH3:30])=[O:26])[CH2:21][CH2:20]1)#[N:12]. (4) Given the reactants [OH:1][NH:2][C:3]([NH2:5])=[O:4].CO.CO[CH:10](OC)[CH2:11][C:12](=O)[CH2:13][CH3:14].C(O)C.[ClH:21], predict the reaction product. The product is: [ClH:21].[CH2:13]([C:12]1[N:5]=[C:3]([OH:4])[N+:2]([O-:1])=[CH:10][CH:11]=1)[CH3:14]. (5) Given the reactants Cl[C:2]1[C:11]([Cl:12])=[N:10][C:9]2[C:4](=[CH:5][CH:6]=[CH:7][CH:8]=2)[N:3]=1.[C:13]1([S:19]([NH2:22])(=[O:21])=[O:20])[CH:18]=[CH:17][CH:16]=[CH:15][CH:14]=1.C(=O)([O-])[O-].[Cs+].[Cs+].Cl, predict the reaction product. The product is: [Cl:12][C:11]1[C:2]([NH:22][S:19]([C:13]2[CH:18]=[CH:17][CH:16]=[CH:15][CH:14]=2)(=[O:21])=[O:20])=[N:3][C:4]2[C:9]([N:10]=1)=[CH:8][CH:7]=[CH:6][CH:5]=2. (6) Given the reactants [CH3:1][N:2]([C@H](C1C=CC(OC)=CC=1)C)[C@@H:3]1[C:8]2=[N:9][CH:10]=[CH:11][CH:12]=[C:7]2[O:6][CH2:5][CH2:4]1.FC(F)(F)C(O)=O, predict the reaction product. The product is: [CH3:1][NH:2][C@@H:3]1[C:8]2=[N:9][CH:10]=[CH:11][CH:12]=[C:7]2[O:6][CH2:5][CH2:4]1. (7) Given the reactants FC(F)(F)C([O-])=O.[F:8][C:9]1[C:10]([C:25]([NH:27][CH3:28])=[O:26])=[CH:11][C:12]2[NH:16][C:15](=[O:17])[N:14]([CH:18]3[CH2:23][CH2:22][NH2+:21][CH2:20][CH2:19]3)[C:13]=2[CH:24]=1.Cl[CH2:30][C:31]([CH:33]1[CH2:38][CH2:37][C:36]([O:40][CH3:41])([CH3:39])[CH2:35][CH2:34]1)=[O:32], predict the reaction product. The product is: [F:8][C:9]1[C:10]([C:25]([NH:27][CH3:28])=[O:26])=[CH:11][C:12]2[NH:16][C:15](=[O:17])[N:14]([CH:18]3[CH2:19][CH2:20][N:21]([CH2:30][C:31]([CH:33]4[CH2:34][CH2:35][C:36]([O:40][CH3:41])([CH3:39])[CH2:37][CH2:38]4)=[O:32])[CH2:22][CH2:23]3)[C:13]=2[CH:24]=1. (8) Given the reactants [OH:1][C@@H:2]([C@H:4]1[C:25](=[O:26])[N:6]2[C@@H:7]([C:12]([O:14][CH2:15][C:16]3[CH:21]=[CH:20][C:19]([N+:22]([O-:24])=[O:23])=[CH:18][CH:17]=3)=[O:13])[C:8](=O)[C@H:9]([CH3:10])[C@H:5]12)[CH3:3].[N+:27]([C:30]1[CH:68]=[CH:67][C:33]([CH2:34][O:35][C:36]([NH:38][S:39]([NH:42][CH2:43][CH2:44][S:45][C:46]2[N:47]=[CH:48][N:49]3[CH:53]=[C:52]([Sn](CCCC)(CCCC)CCCC)[S:51][C:50]=23)(=[O:41])=[O:40])=[O:37])=[CH:32][CH:31]=1)([O-:29])=[O:28], predict the reaction product. The product is: [OH:1][C@@H:2]([C@H:4]1[C:25](=[O:26])[N:6]2[C:7]([C:12]([O:14][CH2:15][C:16]3[CH:21]=[CH:20][C:19]([N+:22]([O-:24])=[O:23])=[CH:18][CH:17]=3)=[O:13])=[C:8]([C:52]3[S:51][C:50]4=[C:46]([S:45][CH2:44][CH2:43][NH:42][S:39]([NH:38][C:36]([O:35][CH2:34][C:33]5[CH:67]=[CH:68][C:30]([N+:27]([O-:29])=[O:28])=[CH:31][CH:32]=5)=[O:37])(=[O:40])=[O:41])[N:47]=[CH:48][N:49]4[CH:53]=3)[C@H:9]([CH3:10])[C@H:5]12)[CH3:3]. (9) The product is: [OH:31][CH2:30][C@@H:29]([NH:28][C:2]1[CH:7]=[CH:6][NH:5][C:4](=[O:8])[C:3]=1[C:9]1[NH:10][C:11]2[CH:17]=[C:16]([C:18]#[N:19])[CH:15]=[C:14]([CH3:20])[C:12]=2[N:13]=1)[CH2:32][C:33]1[CH:34]=[CH:35][CH:36]=[CH:37][CH:38]=1. Given the reactants Cl[C:2]1[CH:7]=[CH:6][NH:5][C:4](=[O:8])[C:3]=1[C:9]1[NH:10][C:11]2[CH:17]=[C:16]([C:18]#[N:19])[CH:15]=[C:14]([CH3:20])[C:12]=2[N:13]=1.CN1CCOCC1.[NH2:28][C@@H:29]([CH2:32][C:33]1[CH:38]=[CH:37][CH:36]=[CH:35][CH:34]=1)[CH2:30][OH:31], predict the reaction product. (10) Given the reactants Cl.[CH3:2][NH:3][CH3:4].Cl.C(N=C=NCCCN(C)C)C.OC1C2N=NNC=2C=CC=1.[C:27]([O:31][C:32]([C:34]1[C:57]([OH:58])=[C:56]([C:59]([F:62])([F:61])[F:60])[CH:55]=[CH:54][C:35]=1[CH2:36][O:37][C:38]1[CH:43]=[CH:42][C:41]([C:44]2[CH:49]=[CH:48][C:47]([CH2:50][C:51](O)=[O:52])=[CH:46][CH:45]=2)=[CH:40][CH:39]=1)=[O:33])([CH3:30])([CH3:29])[CH3:28].[Cl-].[NH4+], predict the reaction product. The product is: [CH3:2][N:3]([CH3:4])[C:51](=[O:52])[CH2:50][C:47]1[CH:48]=[CH:49][C:44]([C:41]2[CH:42]=[CH:43][C:38]([O:37][CH2:36][C:35]3[C:34]([C:32]([O:31][C:27]([CH3:30])([CH3:29])[CH3:28])=[O:33])=[C:57]([OH:58])[C:56]([C:59]([F:62])([F:61])[F:60])=[CH:55][CH:54]=3)=[CH:39][CH:40]=2)=[CH:45][CH:46]=1.